This data is from Catalyst prediction with 721,799 reactions and 888 catalyst types from USPTO. The task is: Predict which catalyst facilitates the given reaction. (1) Reactant: [CH3:1][C:2]([S:5]([NH2:7])=[O:6])([CH3:4])[CH3:3].[O:8]1[CH2:11][C:10](=O)[CH2:9]1. Product: [CH3:1][C:2]([S:5]([N:7]=[C:10]1[CH2:11][O:8][CH2:9]1)=[O:6])([CH3:4])[CH3:3]. The catalyst class is: 220. (2) Reactant: [F:1][C:2]1[CH:18]=[CH:17][C:5]([O:6][CH2:7][CH2:8][CH:9]([CH2:12][CH2:13][CH:14]2[CH2:16][O:15]2)[CH2:10][OH:11])=[CH:4][CH:3]=1.CC1C=CC(S(O)(=O)=O)=CC=1.O. Product: [F:1][C:2]1[CH:18]=[CH:17][C:5]([O:6][CH2:7][CH2:8][CH:9]2[CH2:10][O:11][CH:14]([CH2:16][OH:15])[CH2:13][CH2:12]2)=[CH:4][CH:3]=1. The catalyst class is: 2. (3) Reactant: [C:1]([C:5]1[CH:6]=[C:7]([NH:17][C:18]([NH:20][C:21]2[CH:22]=[N:23][C:24]([N:28]3[CH2:33][CH2:32][NH:31][CH2:30][CH2:29]3)=[C:25]([CH3:27])[CH:26]=2)=[O:19])[N:8]([C:10]2[CH:15]=[CH:14][C:13]([CH3:16])=[CH:12][CH:11]=2)[N:9]=1)([CH3:4])([CH3:3])[CH3:2].Cl.CN(C)CCCN=C=NCC.[F:46][C:47]1[CH:55]=[CH:54][CH:53]=[C:52]([F:56])[C:48]=1[C:49](O)=[O:50].C(Cl)Cl. Product: [C:1]([C:5]1[CH:6]=[C:7]([NH:17][C:18]([NH:20][C:21]2[CH:22]=[N:23][C:24]([N:28]3[CH2:29][CH2:30][N:31]([C:49](=[O:50])[C:48]4[C:47]([F:46])=[CH:55][CH:54]=[CH:53][C:52]=4[F:56])[CH2:32][CH2:33]3)=[C:25]([CH3:27])[CH:26]=2)=[O:19])[N:8]([C:10]2[CH:15]=[CH:14][C:13]([CH3:16])=[CH:12][CH:11]=2)[N:9]=1)([CH3:4])([CH3:2])[CH3:3]. The catalyst class is: 47. (4) Reactant: [CH2:1]=O.[BH3-][C:4]#[N:5].[Na+].N[C:8]1[CH:17]=[CH:16][C:11]([C:12]([O:14][CH3:15])=[O:13])=[C:10]([OH:18])[CH:9]=1. Product: [CH3:1][N:5]([CH3:4])[C:8]1[CH:17]=[CH:16][C:11]([C:12]([O:14][CH3:15])=[O:13])=[C:10]([OH:18])[CH:9]=1. The catalyst class is: 15. (5) Reactant: C[O:2][C:3](=[O:29])[CH2:4][O:5][C:6]1[CH:15]=[C:14]2[C:9]([C:10](=[O:28])[C:11]([C:16]3[CH:21]=[CH:20][C:19]([O:22][CH2:23][C:24]([O:26]C)=[O:25])=[CH:18][CH:17]=3)=[CH:12][O:13]2)=[CH:8][CH:7]=1. Product: [C:24]([CH2:23][O:22][C:19]1[CH:18]=[CH:17][C:16]([C:11]2[C:10](=[O:28])[C:9]3[C:14](=[CH:15][C:6]([O:5][CH2:4][C:3]([OH:29])=[O:2])=[CH:7][CH:8]=3)[O:13][CH:12]=2)=[CH:21][CH:20]=1)([OH:26])=[O:25]. The catalyst class is: 33. (6) Reactant: [CH2:1]([O:8][C:9]1[C:10]([O:26][Si:27]([C:30]([CH3:33])([CH3:32])[CH3:31])([CH3:29])[CH3:28])=[C:11]([O:18][Si:19]([C:22]([CH3:25])([CH3:24])[CH3:23])([CH3:21])[CH3:20])[CH:12]=[C:13]([CH:17]=1)[C:14](O)=[O:15])[C:2]1[CH:7]=[CH:6][CH:5]=[CH:4][CH:3]=1.[H-].[Na+].C(Cl)(=O)C([Cl:39])=O. Product: [CH2:1]([O:8][C:9]1[C:10]([O:26][Si:27]([C:30]([CH3:33])([CH3:32])[CH3:31])([CH3:29])[CH3:28])=[C:11]([O:18][Si:19]([C:22]([CH3:25])([CH3:24])[CH3:23])([CH3:21])[CH3:20])[CH:12]=[C:13]([CH:17]=1)[C:14]([Cl:39])=[O:15])[C:2]1[CH:7]=[CH:6][CH:5]=[CH:4][CH:3]=1. The catalyst class is: 48.